Dataset: Full USPTO retrosynthesis dataset with 1.9M reactions from patents (1976-2016). Task: Predict the reactants needed to synthesize the given product. (1) Given the product [CH3:6][C:7]1[CH:13]=[CH:12][CH:11]=[C:10]([CH3:14])[C:8]=1[NH:9][CH:1]=[O:4], predict the reactants needed to synthesize it. The reactants are: [C:1]([O-:4])(=O)C.[Na+].[CH3:6][C:7]1[CH:13]=[CH:12][CH:11]=[C:10]([CH3:14])[C:8]=1[NH2:9]. (2) Given the product [C:1]([O:5][C:6](=[O:21])[NH:7][CH2:8][CH:9]1[C:18]2[C:13](=[CH:14][C:15]([O:19][CH2:26][CH2:25][CH2:24][CH2:23][Br:22])=[CH:16][CH:17]=2)[NH:12][C:11](=[O:20])[CH2:10]1)([CH3:4])([CH3:2])[CH3:3], predict the reactants needed to synthesize it. The reactants are: [C:1]([O:5][C:6](=[O:21])[NH:7][CH2:8][CH:9]1[C:18]2[C:13](=[CH:14][C:15]([OH:19])=[CH:16][CH:17]=2)[NH:12][C:11](=[O:20])[CH2:10]1)([CH3:4])([CH3:3])[CH3:2].[Br:22][CH2:23][CH2:24][CH2:25][CH2:26]Br.C([O-])([O-])=O.[K+].[K+]. (3) Given the product [CH3:24][N:25]([CH3:26])[C:20]([C:9]1[C:10]2[C:5](=[C:4]3[C:13](=[CH:12][CH:11]=2)[C:14]2[C:19](=[CH:18][CH:17]=[CH:16][CH:15]=2)[S:2](=[O:23])(=[O:1])[NH:3]3)[N:6]=[CH:7][CH:8]=1)=[O:21], predict the reactants needed to synthesize it. The reactants are: [O:1]=[S:2]1(=[O:23])[C:19]2[C:14](=[CH:15][CH:16]=[CH:17][CH:18]=2)[C:13]2[C:4](=[C:5]3[C:10](=[CH:11][CH:12]=2)[C:9]([C:20](O)=[O:21])=[CH:8][CH:7]=[N:6]3)[NH:3]1.[CH3:24][NH:25][CH3:26].CCN=C=NCCCN(C)C.Cl.C1C=CC2N(O)N=NC=2C=1.CCN(C(C)C)C(C)C. (4) Given the product [CH3:1][C:2]1([CH3:20])[CH2:7][O:6][B:5]([C:8]2[CH:13]=[CH:12][C:11]([CH2:14][CH2:15][CH2:16][CH2:17][C:32]([OH:34])=[O:33])=[CH:10][CH:9]=2)[O:4][CH2:3]1, predict the reactants needed to synthesize it. The reactants are: [CH3:1][C:2]1([CH3:20])[CH2:7][O:6][B:5]([C:8]2[CH:13]=[CH:12][C:11]([CH2:14][CH2:15][CH2:16][C:17](O)=O)=[CH:10][CH:9]=2)[O:4][CH2:3]1.BrC1C=CC(CCCC[C:32]([OH:34])=[O:33])=CC=1.CC1(C)COB(B2OCC(C)(C)CO2)OC1. (5) Given the product [Cl:34][C:35]1[N:36]=[N:37][C:38]([C:13]2[CH:9]=[N:10][N:11]([C:14]([C:21]3[CH:26]=[CH:25][CH:24]=[CH:23][CH:22]=3)([C:15]3[CH:16]=[CH:17][CH:18]=[CH:19][CH:20]=3)[C:27]3[CH:32]=[CH:31][CH:30]=[CH:29][CH:28]=3)[CH:12]=2)=[CH:39][CH:40]=1, predict the reactants needed to synthesize it. The reactants are: CC1(C)C(C)(C)OB([C:9]2[CH:13]=[CH:12][N:11]([C:14]([C:27]3[CH:32]=[CH:31][CH:30]=[CH:29][CH:28]=3)([C:21]3[CH:26]=[CH:25][CH:24]=[CH:23][CH:22]=3)[C:15]3[CH:20]=[CH:19][CH:18]=[CH:17][CH:16]=3)[N:10]=2)O1.[Cl:34][C:35]1[N:36]=[N:37][C:38](Cl)=[CH:39][CH:40]=1.P([O-])([O-])([O-])=O.[K+].[K+].[K+].O1CCOCC1.